This data is from Catalyst prediction with 721,799 reactions and 888 catalyst types from USPTO. The task is: Predict which catalyst facilitates the given reaction. (1) Reactant: N12CCN(CC1)CC2.[CH2:9]([O:11][C:12]([C:14]1[C:19](=[O:20])[NH:18][C:17]2[CH:21]=[CH:22][S:23][C:16]=2[C:15]=1Cl)=[O:13])[CH3:10].[N:25]1([C:31]([C:33]2[S:34][CH:35]=[CH:36][CH:37]=2)=[O:32])[CH2:30][CH2:29][NH:28][CH2:27][CH2:26]1. The catalyst class is: 44. Product: [CH2:9]([O:11][C:12]([C:14]1[C:19](=[O:20])[NH:18][C:17]2[CH:21]=[CH:22][S:23][C:16]=2[C:15]=1[N:28]1[CH2:29][CH2:30][N:25]([C:31]([C:33]2[S:34][CH:35]=[CH:36][CH:37]=2)=[O:32])[CH2:26][CH2:27]1)=[O:13])[CH3:10]. (2) Reactant: [C:1]([O:5][C:6]([NH:8][CH2:9][C:10]#[C:11][C:12]1[CH:13]=[C:14]2[C:19]3=[C:20]([CH2:22][CH2:23][CH2:24][N:18]3[CH:17]=[C:16]([C:25]([O:27][CH2:28][CH3:29])=[O:26])[C:15]2=[O:30])[CH:21]=1)=[O:7])([CH3:4])([CH3:3])[CH3:2]. Product: [C:1]([O:5][C:6]([NH:8][CH2:9][CH2:10][CH2:11][C:12]1[CH:13]=[C:14]2[C:19]3=[C:20]([CH2:22][CH2:23][CH2:24][N:18]3[CH:17]=[C:16]([C:25]([O:27][CH2:28][CH3:29])=[O:26])[C:15]2=[O:30])[CH:21]=1)=[O:7])([CH3:4])([CH3:3])[CH3:2]. The catalyst class is: 4. (3) Reactant: [CH:1]([C:4]1[CH:9]=[CH:8][C:7]([C:10]2[S:14][C:13]([C:15]3[CH:16]=[C:17]([CH:23]=[CH:24][CH:25]=3)[C:18]([O:20]CC)=[O:19])=[CH:12][CH:11]=2)=[CH:6][CH:5]=1)([CH3:3])[CH3:2].O[Li].O.Cl. Product: [CH:1]([C:4]1[CH:5]=[CH:6][C:7]([C:10]2[S:14][C:13]([C:15]3[CH:16]=[C:17]([CH:23]=[CH:24][CH:25]=3)[C:18]([OH:20])=[O:19])=[CH:12][CH:11]=2)=[CH:8][CH:9]=1)([CH3:3])[CH3:2]. The catalyst class is: 24. (4) Reactant: [CH3:1][C:2]([CH3:7])([CH3:6])[C:3](Cl)=[O:4].[CH3:8][C:9]1[CH:14]=[C:13]([CH3:15])[CH:12]=[C:11]([CH3:16])[C:10]=1[CH:17]1[C:22](=[O:23])[CH2:21][CH:20]([CH2:24][CH:25]2[CH2:29][CH2:28][O:27][CH2:26]2)[CH2:19][C:18]1=[O:30].C(N(CC)CC)C. Product: [O:23]=[C:22]1[CH2:21][CH:20]([CH2:24][CH:25]2[CH2:29][CH2:28][O:27][CH2:26]2)[CH2:19][C:18]([O:30][C:3](=[O:4])[C:2]([CH3:7])([CH3:6])[CH3:1])=[C:17]1[C:10]1[C:11]([CH3:16])=[CH:12][C:13]([CH3:15])=[CH:14][C:9]=1[CH3:8]. The catalyst class is: 4. (5) Reactant: [CH3:1][O:2][CH2:3][CH2:4][CH2:5][C:6]1[CH:7]=[C:8]([C:16]([O:18]C)=[O:17])[C:9]2[C:14]([CH:15]=1)=[CH:13][CH:12]=[CH:11][CH:10]=2.CO.[Li+].[OH-]. Product: [CH3:1][O:2][CH2:3][CH2:4][CH2:5][C:6]1[CH:7]=[C:8]([C:16]([OH:18])=[O:17])[C:9]2[C:14]([CH:15]=1)=[CH:13][CH:12]=[CH:11][CH:10]=2. The catalyst class is: 1.